Dataset: Catalyst prediction with 721,799 reactions and 888 catalyst types from USPTO. Task: Predict which catalyst facilitates the given reaction. (1) Reactant: O[CH2:2][C:3]1[CH:27]=[CH:26][C:6]([O:7][CH2:8][C:9]2[N:10]=[C:11]([C:15]3[CH:16]=[CH:17][C:18]([CH3:25])=[C:19]([CH:24]=3)[C:20]([O:22][CH3:23])=[O:21])[O:12][C:13]=2[CH3:14])=[C:5]([O:28][CH3:29])[CH:4]=1.S(Cl)([Cl:32])=O. Product: [Cl:32][CH2:2][C:3]1[CH:27]=[CH:26][C:6]([O:7][CH2:8][C:9]2[N:10]=[C:11]([C:15]3[CH:16]=[CH:17][C:18]([CH3:25])=[C:19]([CH:24]=3)[C:20]([O:22][CH3:23])=[O:21])[O:12][C:13]=2[CH3:14])=[C:5]([O:28][CH3:29])[CH:4]=1. The catalyst class is: 11. (2) Reactant: [CH2:1]([C:3]1[N:4]=[C:5]([CH:17]2[CH2:22][CH2:21][N:20](C(OC(C)(C)C)=O)[CH2:19][CH2:18]2)[N:6]([CH2:8][CH2:9][O:10]C2CCCCO2)[CH:7]=1)[CH3:2].[Cl:30]CCl.[ClH:33]. Product: [ClH:30].[ClH:33].[CH2:1]([C:3]1[N:4]=[C:5]([CH:17]2[CH2:18][CH2:19][NH:20][CH2:21][CH2:22]2)[N:6]([CH2:8][CH2:9][OH:10])[CH:7]=1)[CH3:2]. The catalyst class is: 5. (3) Reactant: [CH2:1]([P:3]([CH2:6][CH2:7][O:8]CCCC)(=[O:5])[OH:4])[CH3:2].[OH-:13].[Na+].C.OO. Product: [CH2:1]([P:3]([OH:4])([CH2:6][C:7]([OH:8])=[O:13])=[O:5])[CH3:2]. The catalyst class is: 522. (4) Reactant: [Cl:1][C:2]1[CH:3]=[CH:4][C:5]2[N:11]3[C:12]([C:15]([F:18])([F:17])[F:16])=[N:13][N:14]=[C:10]3[C@@H:9]([CH2:19][C:20]([NH:22][C:23]3[N:28]=[CH:27][C:26]([CH2:29][CH2:30][C:31]([O:33]C(C)(C)C)=[O:32])=[CH:25][CH:24]=3)=[O:21])[S:8][C@H:7]([C:38]3[CH:43]=[CH:42][CH:41]=[C:40]([O:44][CH3:45])[C:39]=3[O:46][CH3:47])[C:6]=2[CH:48]=1.FC(F)(F)C(O)=O. Product: [Cl:1][C:2]1[CH:3]=[CH:4][C:5]2[N:11]3[C:12]([C:15]([F:17])([F:18])[F:16])=[N:13][N:14]=[C:10]3[C@@H:9]([CH2:19][C:20]([NH:22][C:23]3[N:28]=[CH:27][C:26]([CH2:29][CH2:30][C:31]([OH:33])=[O:32])=[CH:25][CH:24]=3)=[O:21])[S:8][C@H:7]([C:38]3[CH:43]=[CH:42][CH:41]=[C:40]([O:44][CH3:45])[C:39]=3[O:46][CH3:47])[C:6]=2[CH:48]=1. The catalyst class is: 2. (5) Reactant: [NH2:1][C:2]1[CH:3]=[CH:4][C:5]([F:28])=[C:6]([C@:8]23[CH2:16][O:15][C@H:14]([CH:17]([F:19])[F:18])[C@H:13]2[CH2:12][S:11][C:10]([NH:20][C:21](=[O:27])[O:22][C:23]([CH3:26])([CH3:25])[CH3:24])=[N:9]3)[CH:7]=1.[CH3:29][O:30][C:31]1[N:32]=[CH:33][C:34]([C:37](O)=[O:38])=[N:35][CH:36]=1.C(N(CC)C(C)C)(C)C.F[P-](F)(F)(F)(F)F.[PH4+]. Product: [F:18][CH:17]([F:19])[C@@H:14]1[C@@H:13]2[C@@:8]([C:6]3[CH:7]=[C:2]([NH:1][C:37]([C:34]4[CH:33]=[N:32][C:31]([O:30][CH3:29])=[CH:36][N:35]=4)=[O:38])[CH:3]=[CH:4][C:5]=3[F:28])([N:9]=[C:10]([NH:20][C:21](=[O:27])[O:22][C:23]([CH3:25])([CH3:24])[CH3:26])[S:11][CH2:12]2)[CH2:16][O:15]1. The catalyst class is: 2. (6) Reactant: N1C=CC=CC=1.F.[Si]([O:15][CH2:16][CH:17]([C:28]1[C:33]([F:34])=[CH:32][CH:31]=[CH:30][C:29]=1[F:35])[CH:18]([C:21]1[CH:26]=[CH:25][C:24]([F:27])=[CH:23][CH:22]=1)[C:19]#[N:20])(C(C)(C)C)(C)C.C(=O)([O-])O.[Na+].CCOC(C)=O. Product: [F:34][C:33]1[CH:32]=[CH:31][CH:30]=[C:29]([F:35])[C:28]=1[CH:17]([CH2:16][OH:15])[CH:18]([C:21]1[CH:22]=[CH:23][C:24]([F:27])=[CH:25][CH:26]=1)[C:19]#[N:20]. The catalyst class is: 7.